Dataset: Peptide-MHC class II binding affinity with 134,281 pairs from IEDB. Task: Regression. Given a peptide amino acid sequence and an MHC pseudo amino acid sequence, predict their binding affinity value. This is MHC class II binding data. The peptide sequence is KITMLTNGQCQNITVV. The MHC is DRB5_0101 with pseudo-sequence DRB5_0101. The binding affinity (normalized) is 0.